This data is from Full USPTO retrosynthesis dataset with 1.9M reactions from patents (1976-2016). The task is: Predict the reactants needed to synthesize the given product. Given the product [F:20][C:19]([F:22])([F:21])[O:38][C:28]1[CH:27]=[C:26]([CH:31]=[CH:30][CH:29]=1)[CH2:25][C:24]1[C:3]2[C:4](=[O:23])[N:5]([C:12]3[CH:17]=[CH:16][CH:15]=[C:14]([O:18][C:19]([F:22])([F:21])[F:20])[CH:13]=3)[C:6]3[N:7]=[CH:8][CH:9]=[CH:10][C:11]=3[C:2]=2[NH:40][N:39]=1, predict the reactants needed to synthesize it. The reactants are: O[C:2]1[C:11]2[C:6](=[N:7][CH:8]=[CH:9][CH:10]=2)[N:5]([C:12]2[CH:17]=[CH:16][CH:15]=[C:14]([O:18][C:19]([F:22])([F:21])[F:20])[CH:13]=2)[C:4](=[O:23])[C:3]=1[C:24](=O)[CH2:25][C:26]1[CH:31]=[CH:30][CH:29]=[C:28](OC(F)(F)F)[CH:27]=1.[OH2:38].[NH2:39][NH2:40].C(=O)([O-])O.[Na+].